Predict which catalyst facilitates the given reaction. From a dataset of Catalyst prediction with 721,799 reactions and 888 catalyst types from USPTO. (1) Reactant: [C-:1]#[N:2].C([Al+]CC)C.[CH3:8][O:9][C:10]1[CH:27]=[CH:26][C:25]2[C:24]3[C:23](=[O:28])[CH2:22][C@@:20]4([CH3:21])[C@@H:16]([CH2:17][CH2:18][C@@H:19]4[O:29][CH:30]4[CH2:35][CH2:34][CH2:33][CH2:32][O:31]4)[C:15]=3[CH2:14][CH2:13][C:12]=2[CH:11]=1.[OH-].[Na+]. Product: [C:1]([C@@:15]12[CH2:14][CH2:13][C:12]3[CH:11]=[C:10]([O:9][CH3:8])[CH:27]=[CH:26][C:25]=3[C@H:24]1[C:23](=[O:28])[CH2:22][C@@:20]1([CH3:21])[C@H:16]2[CH2:17][CH2:18][C@@H:19]1[O:29][CH:30]1[CH2:35][CH2:34][CH2:33][CH2:32][O:31]1)#[N:2]. The catalyst class is: 11. (2) Reactant: Br[C:2]1[CH:11]=[C:10]2[C:5]([NH:6][CH2:7][CH2:8][N:9]2[CH3:12])=[CH:4][C:3]=1[C:13]([F:16])([F:15])[F:14].CC1(C)C(C)(C)OB([C:25]2[CH:26]=[CH:27][C:28]([C:31]([O:33][C:34]([CH3:37])([CH3:36])[CH3:35])=[O:32])=[N:29][CH:30]=2)O1.[O-]P([O-])([O-])=O.[K+].[K+].[K+]. Product: [CH3:12][N:9]1[C:10]2[C:5](=[CH:4][C:3]([C:13]([F:16])([F:15])[F:14])=[C:2]([C:25]3[CH:26]=[CH:27][C:28]([C:31]([O:33][C:34]([CH3:37])([CH3:36])[CH3:35])=[O:32])=[N:29][CH:30]=3)[CH:11]=2)[NH:6][CH2:7][CH2:8]1. The catalyst class is: 117. (3) Reactant: [NH:1]1[CH:5]=[CH:4][CH:3]=[N:2]1.C([O-])([O-])=O.[Cs+].[Cs+].[C@@H]1(N)CCCC[C@H]1N.CCCCCCCCCCCC.Br[C:33]1[CH:34]=[C:35]([CH2:39][C:40]([OH:42])=[O:41])[CH:36]=[CH:37][CH:38]=1.[OH-].[Na+]. Product: [N:1]1([C:33]2[CH:34]=[C:35]([CH2:39][C:40]([OH:42])=[O:41])[CH:36]=[CH:37][CH:38]=2)[CH:5]=[CH:4][CH:3]=[N:2]1. The catalyst class is: 12. (4) The catalyst class is: 7. Reactant: [Br:1][C:2]1[C:3](Cl)=[N:4][C:5]([CH3:8])=[CH:6][CH:7]=1.[CH3:10][O-:11].[Na+]. Product: [Br:1][C:2]1[C:3]([O:11][CH3:10])=[N:4][C:5]([CH3:8])=[CH:6][CH:7]=1.